From a dataset of Reaction yield outcomes from USPTO patents with 853,638 reactions. Predict the reaction yield, written as a fraction of the theoretical maximum amount of product (1.0 means a 100% yield; for example, 0.34 means a 34% yield). (1) The reactants are [OH:1][C:2]1[C:3]([C:10]([NH:12][C@H:13]2[CH2:21][CH2:20][CH2:19][C@H:18]([O:22][CH2:23][C:24]([CH3:26])=[CH2:25])[C@@H:17]([O:27][CH2:28][C:29]([CH3:31])=[CH2:30])[C@H:16]([CH3:32])[O:15][C:14]2=[O:33])=[O:11])=[N:4][CH:5]=[CH:6][C:7]=1[O:8][CH3:9].C([O-])([O-])=O.[K+].[K+].[C:40]([O:43][CH2:44]Br)(=[O:42])[CH3:41]. The catalyst is CC(C)=O. The product is [C:40]([O:43][CH2:44][O:1][C:2]1[C:3]([C:10](=[O:11])[NH:12][C@H:13]2[CH2:21][CH2:20][CH2:19][C@H:18]([O:22][CH2:23][C:24]([CH3:26])=[CH2:25])[C@@H:17]([O:27][CH2:28][C:29]([CH3:31])=[CH2:30])[C@H:16]([CH3:32])[O:15][C:14]2=[O:33])=[N:4][CH:5]=[CH:6][C:7]=1[O:8][CH3:9])(=[O:42])[CH3:41]. The yield is 0.780. (2) The reactants are [F:1][C:2]1[CH:7]=[CH:6][CH:5]=[C:4]([O:8][CH3:9])[C:3]=1[C:10]1[NH:19][C:18](=O)[C:17]2[C:12](=[CH:13][C:14]([CH3:21])=[CH:15][CH:16]=2)[N:11]=1.CN(C)C1C=CC=CC=1.O=P(Cl)(Cl)[Cl:33].C([O-])(O)=O.[Na+]. The catalyst is C1C=CC=CC=1.C(Cl)Cl. The product is [Cl:33][C:18]1[C:17]2[C:12](=[CH:13][C:14]([CH3:21])=[CH:15][CH:16]=2)[N:11]=[C:10]([C:3]2[C:4]([O:8][CH3:9])=[CH:5][CH:6]=[CH:7][C:2]=2[F:1])[N:19]=1. The yield is 0.880. (3) The reactants are [N:1]1[CH:6]=[CH:5][CH:4]=[C:3](/[CH:7]=[CH:8]/[CH2:9][CH:10]([OH:12])[CH3:11])[CH:2]=1.[C:13]1([CH3:23])[CH:18]=[CH:17][C:16]([S:19](Cl)(=[O:21])=[O:20])=[CH:15][CH:14]=1. The catalyst is N1C=CC=CC=1. The product is [C:13]1([CH3:23])[CH:18]=[CH:17][C:16]([S:19]([O:12][CH:10]([CH2:9]/[CH:8]=[CH:7]/[C:3]2[CH:2]=[N:1][CH:6]=[CH:5][CH:4]=2)[CH3:11])(=[O:21])=[O:20])=[CH:15][CH:14]=1. The yield is 0.601. (4) The reactants are [C:1]([O:10][CH3:11])(=[O:9])[C:2]1[C:3](=[CH:5][CH:6]=[CH:7][CH:8]=1)[SH:4].F[C:13]1[CH:18]=[CH:17][CH:16]=[CH:15][C:14]=1[N+:19]([O-:21])=[O:20].[CH3:22][O:23][C:24]([C:26]1[CH:31]=[CH:30][CH:29]=[CH:28][C:27]=1[S:32][C:33]1[CH:39]=[CH:38][CH:37]=[CH:36][C:34]=1[NH2:35])=[O:25].[NH2:40][C:41]1[S:42][CH:43]=[CH:44][N:45]=1. No catalyst specified. The product is [CH3:11][O:10][C:1]([C:2]1[CH:8]=[CH:7][CH:6]=[CH:5][C:3]=1[S:4][C:13]1[CH:18]=[CH:17][CH:16]=[CH:15][C:14]=1[N+:19]([O-:21])=[O:20])=[O:9].[CH3:22][O:23][C:24]([C:26]1[CH:31]=[CH:30][CH:29]=[CH:28][C:27]=1[S:32][C:33]1[CH:39]=[CH:38][CH:37]=[CH:36][C:34]=1[NH:35][C:1]([NH:40][C:41]1[S:42][CH:43]=[CH:44][N:45]=1)=[O:9])=[O:25]. The yield is 0.800. (5) The reactants are C([N:8]1[C:20]2[CH:19]=[CH:18][C:17]([N:21]3[C:33]4[CH:32]=[CH:31][CH:30]=[CH:29][C:28]=4[C:27]4[C:22]3=[CH:23][CH:24]=[CH:25][CH:26]=4)=[CH:16][C:15]=2[C:14]2[C:9]1=[CH:10][CH:11]=[C:12]([N:34]1[C:46]3[CH:45]=[CH:44][CH:43]=[CH:42][C:41]=3[C:40]3[C:35]1=[CH:36][CH:37]=[CH:38][CH:39]=3)[CH:13]=2)C1C=CC=CC=1.C(=NC1C=CC=CC=1)C1C=CC=CC=1.CC([O-])(C)C.[K+].CN(C=O)C. The catalyst is O. The product is [CH:45]1[C:46]2[N:34]([C:12]3[CH:11]=[CH:10][C:9]4[NH:8][C:20]5[C:15]([C:14]=4[CH:13]=3)=[CH:16][C:17]([N:21]3[C:33]4[CH:32]=[CH:31][CH:30]=[CH:29][C:28]=4[C:27]4[C:22]3=[CH:23][CH:24]=[CH:25][CH:26]=4)=[CH:18][CH:19]=5)[C:35]3[C:40](=[CH:39][CH:38]=[CH:37][CH:36]=3)[C:41]=2[CH:42]=[CH:43][CH:44]=1. The yield is 0.290. (6) The catalyst is O1CCCC1.O.CC(C)([P](C(C)(C)C)([Pd][P](C(C)(C)C)(C(C)(C)C)C(C)(C)C)C(C)(C)C)C. The yield is 0.970. The reactants are Br[C:2]1[C:3]([O:11][CH3:12])=[CH:4][C:5]([OH:10])=[C:6]([CH:9]=1)[CH:7]=[O:8].[S:13]1[CH:17]=[CH:16][CH:15]=[C:14]1B(O)O.[F-].[K+]. The product is [OH:10][C:5]1[CH:4]=[C:3]([O:11][CH3:12])[C:2]([C:14]2[S:13][CH:17]=[CH:16][CH:15]=2)=[CH:9][C:6]=1[CH:7]=[O:8]. (7) The yield is 0.720. The reactants are [C:1]1([OH:7])[CH:6]=[CH:5][CH:4]=[CH:3][CH:2]=1.C(CC(=O)C)(=O)C.Br[C:16]1[CH:17]=[C:18]2[C:23](=[CH:24][CH:25]=1)[C:21](=[O:22])[O:20][CH2:19]2.C(=O)([O-])[O-].[K+].[K+]. The catalyst is [Cu](Br)Br.O.CN(C=O)C. The product is [O:7]([C:16]1[CH:17]=[C:18]2[C:23](=[CH:24][CH:25]=1)[C:21](=[O:22])[O:20][CH2:19]2)[C:1]1[CH:6]=[CH:5][CH:4]=[CH:3][CH:2]=1.